From a dataset of Catalyst prediction with 721,799 reactions and 888 catalyst types from USPTO. Predict which catalyst facilitates the given reaction. (1) Reactant: [Cl:1][C:2]1[CH:3]=[C:4]([CH:38]=[CH:39][CH:40]=1)[O:5][C:6]1[N:7]=[CH:8][C:9]2[N:14]=[C:13]([C:15]3[CH:35]=[C:34]([CH3:36])[C:18]([O:19][CH:20]4[CH2:23][CH:22]([C:24]([O:26]CC5C=CC=CC=5)=[O:25])[CH2:21]4)=[C:17]([CH3:37])[CH:16]=3)[O:12][C:10]=2[N:11]=1. Product: [Cl:1][C:2]1[CH:3]=[C:4]([CH:38]=[CH:39][CH:40]=1)[O:5][C:6]1[N:7]=[CH:8][C:9]2[N:14]=[C:13]([C:15]3[CH:35]=[C:34]([CH3:36])[C:18]([O:19][CH:20]4[CH2:23][CH:22]([C:24]([OH:26])=[O:25])[CH2:21]4)=[C:17]([CH3:37])[CH:16]=3)[O:12][C:10]=2[N:11]=1. The catalyst class is: 78. (2) Reactant: CO[C:3](=[O:12])[C:4]1[CH:9]=[CH:8][CH:7]=[CH:6][C:5]=1[CH2:10]Br.[C:13]1([C:21]2[CH:26]=[CH:25][CH:24]=[CH:23][CH:22]=2)[CH:18]=[CH:17][C:16]([CH2:19][NH2:20])=[CH:15][CH:14]=1.C([O-])([O-])=O.[K+].[K+].C(OCC)(=O)C. Product: [C:13]1([C:21]2[CH:22]=[CH:23][CH:24]=[CH:25][CH:26]=2)[CH:14]=[CH:15][C:16]([CH2:19][N:20]2[CH2:10][C:5]3[C:4](=[CH:9][CH:8]=[CH:7][CH:6]=3)[C:3]2=[O:12])=[CH:17][CH:18]=1. The catalyst class is: 345. (3) Reactant: Cl.[C:2]([N:19]1[CH2:24][CH2:23][NH:22][CH2:21][CH2:20]1)([O:4][CH2:5][CH:6]1[C:18]2[C:13](=[CH:14][CH:15]=[CH:16][CH:17]=2)[C:12]2[C:7]1=[CH:8][CH:9]=[CH:10][CH:11]=2)=[O:3].[CH2:25]([N:32]1[CH2:37][CH2:36][C:35](=O)[CH2:34][CH2:33]1)[C:26]1[CH:31]=[CH:30][CH:29]=[CH:28][CH:27]=1.C([BH3-])#N.C(N1CCCCC1=O)C1C=CC=CC=1. Product: [CH:17]1[C:18]2[CH:6]([CH2:5][O:4][C:2]([N:19]3[CH2:20][CH2:21][N:22]([CH:35]4[CH2:34][CH2:33][N:32]([CH2:25][C:26]5[CH:31]=[CH:30][CH:29]=[CH:28][CH:27]=5)[CH2:37][CH2:36]4)[CH2:23][CH2:24]3)=[O:3])[C:7]3[C:12](=[CH:11][CH:10]=[CH:9][CH:8]=3)[C:13]=2[CH:14]=[CH:15][CH:16]=1. The catalyst class is: 130. (4) Reactant: FC(F)(F)S(O[C:7]1[C:11]2[C:12]([O:16][CH3:17])=[N:13][CH:14]=[CH:15][C:10]=2[N:9]([CH:18]2[CH2:22][CH2:21][CH2:20][CH2:19]2)[N:8]=1)(=O)=O.CC1(C)C(C)(C)OB([C:33]2[CH:34]=[C:35]([S:39]([NH2:42])(=[O:41])=[O:40])[CH:36]=[CH:37][CH:38]=2)O1.C(=O)([O-])[O-].[Na+].[Na+].O. Product: [CH:18]1([N:9]2[C:10]3[CH:15]=[CH:14][N:13]=[C:12]([O:16][CH3:17])[C:11]=3[C:7]([C:33]3[CH:34]=[C:35]([S:39]([NH2:42])(=[O:41])=[O:40])[CH:36]=[CH:37][CH:38]=3)=[N:8]2)[CH2:19][CH2:20][CH2:21][CH2:22]1. The catalyst class is: 104. (5) Reactant: [CH3:1][N:2]([CH3:15])[CH2:3][CH:4]([C:8]1[CH:13]=[CH:12][C:11]([CH3:14])=[CH:10][CH:9]=1)[C:5](=[O:7])[CH3:6].[I:16][CH3:17]. Product: [I-:16].[CH3:15][N+:2]([CH3:17])([CH3:1])[CH2:3][CH:4]([C:8]1[CH:13]=[CH:12][C:11]([CH3:14])=[CH:10][CH:9]=1)[C:5](=[O:7])[CH3:6]. The catalyst class is: 25. (6) Product: [C:1]([C:4]1[CH:5]=[CH:6][C:7]([CH:19]2[CH2:24][CH2:23][CH2:22][N:21]([C:25]([O:27][C:28]([CH3:31])([CH3:30])[CH3:29])=[O:26])[CH2:20]2)=[C:8]2[C:12]=1[NH:11][C:10]([C:13]1[CH:14]=[N:15][N:16]([CH3:18])[CH:17]=1)=[CH:9]2)(=[O:3])[NH2:2]. Reactant: [C:1]([C:4]1[CH:5]=[CH:6][C:7]([C:19]2[CH2:20][N:21]([C:25]([O:27][C:28]([CH3:31])([CH3:30])[CH3:29])=[O:26])[CH2:22][CH2:23][CH:24]=2)=[C:8]2[C:12]=1[NH:11][C:10]([C:13]1[CH:14]=[N:15][N:16]([CH3:18])[CH:17]=1)=[CH:9]2)(=[O:3])[NH2:2]. The catalyst class is: 153. (7) Reactant: [NH2:1][C:2]1[N:7]=[CH:6][C:5]([C:8]2[CH:9]=[N:10][C:11]([OH:14])=[CH:12][CH:13]=2)=[CH:4][C:3]=1[O:15][C@@H:16]([C:18]1[CH:23]=[C:22]([F:24])[CH:21]=[CH:20][C:19]=1[N:25]1[N:29]=[CH:28][CH:27]=[N:26]1)[CH3:17].CS(O[CH:35]1[CH2:40][CH2:39][N:38]([C:41]([O:43][C:44]([CH3:47])([CH3:46])[CH3:45])=[O:42])[CH2:37][CH2:36]1)(=O)=O.C(=O)([O-])[O-].[Cs+].[Cs+]. Product: [NH2:1][C:2]1[N:7]=[CH:6][C:5]([C:8]2[CH:9]=[N:10][C:11]([O:14][CH:35]3[CH2:40][CH2:39][N:38]([C:41]([O:43][C:44]([CH3:47])([CH3:46])[CH3:45])=[O:42])[CH2:37][CH2:36]3)=[CH:12][CH:13]=2)=[CH:4][C:3]=1[O:15][C@@H:16]([C:18]1[CH:23]=[C:22]([F:24])[CH:21]=[CH:20][C:19]=1[N:25]1[N:29]=[CH:28][CH:27]=[N:26]1)[CH3:17]. The catalyst class is: 170. (8) Reactant: [Cl:1][C:2]1[NH:3][C:4]2[C:9]([C:10]=1[CH:11]=O)=[CH:8][CH:7]=[CH:6][CH:5]=2.C(#N)[CH:14]([CH2:16][C:17]#[N:18])O.[NH:20]1CCCCC1. Product: [Cl:1][C:2]1[NH:3][C:4]2[C:9]([C:10]=1[CH:11]=[C:16]([C:14]#[N:20])[C:17]#[N:18])=[CH:8][CH:7]=[CH:6][CH:5]=2. The catalyst class is: 8.